From a dataset of Forward reaction prediction with 1.9M reactions from USPTO patents (1976-2016). Predict the product of the given reaction. (1) Given the reactants [C:1]([CH:5]1[CH2:7][CH:6]1[C:8]([O:10][CH2:11][CH3:12])=[O:9])(=[O:4])[CH2:2][CH3:3].[Br-:13].[Br-].[Br-].C[N+](C)(C)C1C=CC=CC=1.C[N+](C1C=CC=CC=1)(C)C.C[N+](C1C=CC=CC=1)(C)C, predict the reaction product. The product is: [Br:13][CH:2]([CH3:3])[C:1]([CH:5]1[CH2:7][CH:6]1[C:8]([O:10][CH2:11][CH3:12])=[O:9])=[O:4]. (2) Given the reactants C(OC(C1C=C([O:14][C:15]2[CH:20]=[CH:19][C:18]([NH:21][CH3:22])=[C:17]([NH2:23])[CH:16]=2)C=CN=1)=O)(C)(C)C.N[C:25]([NH2:27])=S.Cl.C(N=C=N[CH2:34][CH2:35][CH2:36][N:37]([CH3:39])[CH3:38])C.[N:40]1[CH:45]=[CH:44][CH:43]=[CH:42][C:41]=1[C:46]([O-:48])=[O:47].F[C:50](F)(F)[C:51](O)=O.[CH3:56]O, predict the reaction product. The product is: [CH3:39][N:37]([CH3:38])[C:36]1[CH:35]=[CH:34][C:51]([NH:27][C:25]2[N:21]([CH3:22])[C:18]3[CH:19]=[CH:20][C:15]([O:14][C:41]4([C:46]([OH:48])=[O:47])[CH:42]=[CH:43][CH:44]=[CH:45][NH:40]4)=[CH:16][C:17]=3[N:23]=2)=[CH:50][CH:56]=1. (3) The product is: [Cl:22][C:23]1[CH:24]=[C:25]2[C:30](=[CH:31][CH:32]=1)[CH:29]=[C:28]([S:33]([CH2:36][CH2:37][C:38]([N:1]1[CH2:43][CH2:42][CH:6]([CH2:7][C:6]([C:4]3[N:3]=[CH:2][NH:1][CH:5]=3)=[O:21])[CH2:4][CH2:5]1)=[O:40])(=[O:34])=[O:35])[CH:27]=[CH:26]2. Given the reactants [NH:1]1[CH:5]=[C:4]([C:6](=[O:21])[CH2:7]N2CCN(C(OC(C)(C)C)=O)CC2)[N:3]=[CH:2]1.[Cl:22][C:23]1[CH:24]=[C:25]2[C:30](=[CH:31][CH:32]=1)[CH:29]=[C:28]([S:33]([CH2:36][CH2:37][C:38]([OH:40])=O)(=[O:35])=[O:34])[CH:27]=[CH:26]2.F[C:42](F)(F)[C:43](O)=O, predict the reaction product. (4) Given the reactants [Cl:1][C:2]1[CH:7]=[CH:6][CH:5]=[C:4]([CH3:8])[C:3]=1[NH:9][C:10]1[NH:11][C:12]2[C:18]3[CH2:19][C:20]([CH3:23])([CH3:22])[O:21][C:17]=3[C:16]([C:24](O)=[O:25])=[CH:15][C:13]=2[N:14]=1.[F:27][C:28]([F:37])([F:36])[C:29]1[CH:34]=[CH:33][C:32]([NH2:35])=[CH:31][CH:30]=1.CCN(C(C)C)C(C)C.O, predict the reaction product. The product is: [Cl:1][C:2]1[CH:7]=[CH:6][CH:5]=[C:4]([CH3:8])[C:3]=1[NH:9][C:10]1[NH:11][C:12]2[C:18]3[CH2:19][C:20]([CH3:23])([CH3:22])[O:21][C:17]=3[C:16]([C:24]([NH:35][C:32]3[CH:33]=[CH:34][C:29]([C:28]([F:27])([F:36])[F:37])=[CH:30][CH:31]=3)=[O:25])=[CH:15][C:13]=2[N:14]=1.